From a dataset of Reaction yield outcomes from USPTO patents with 853,638 reactions. Predict the reaction yield, written as a fraction of the theoretical maximum amount of product (1.0 means a 100% yield; for example, 0.34 means a 34% yield). The reactants are C1C=CC(C2C=CC=CC=2)=CC=1.C1C=CC(OC2C=CC=CC=2)=CC=1.[F:26][C:27]1[CH:28]=[C:29]([NH:37][CH:38]=[C:39]([C:45]([O:47]CC)=O)[C:40]([O:42][CH2:43][CH3:44])=[O:41])[CH:30]=[C:31]([O:35][CH3:36])[C:32]=1[O:33][CH3:34].C([O-])(=O)CC([O-])=O.FC1C(OC)=C(OC)C=C2C=1C(=O)C(C(OCC)=O)=CN2. The catalyst is CCCCCC. The product is [F:26][C:27]1[CH:28]=[C:29]2[C:30]([C:45](=[O:47])[C:39]([C:40]([O:42][CH2:43][CH3:44])=[O:41])=[CH:38][NH:37]2)=[C:31]([O:35][CH3:36])[C:32]=1[O:33][CH3:34]. The yield is 0.800.